From a dataset of Catalyst prediction with 721,799 reactions and 888 catalyst types from USPTO. Predict which catalyst facilitates the given reaction. (1) Reactant: [NH2:1][C:2]1[N:7]=[CH:6][C:5](/[CH:8]=[CH:9]/[C:10]([N:12]([CH2:14][C:15]2[C:23]3[C:18](=[C:19]([C:24]([O:26]C)=[O:25])[CH:20]=[CH:21][CH:22]=3)[N:17]([CH3:28])[CH:16]=2)[CH3:13])=[O:11])=[CH:4][CH:3]=1.O1CCCC1.[Li+].[OH-]. Product: [NH2:1][C:2]1[N:7]=[CH:6][C:5]([CH:8]=[CH:9][C:10]([N:12]([CH2:14][C:15]2[C:23]3[C:18](=[C:19]([C:24]([OH:26])=[O:25])[CH:20]=[CH:21][CH:22]=3)[N:17]([CH3:28])[CH:16]=2)[CH3:13])=[O:11])=[CH:4][CH:3]=1. The catalyst class is: 24. (2) Product: [C:10]([O:13][C:14](=[O:15])[NH:1][C:2]1[CH:7]=[CH:6][CH:5]=[C:4]([SH:8])[CH:3]=1)([CH3:12])([CH3:11])[CH3:9]. Reactant: [NH2:1][C:2]1[CH:3]=[C:4]([SH:8])[CH:5]=[CH:6][CH:7]=1.[CH3:9][C:10]([O:13][C:14](O[C:14]([O:13][C:10]([CH3:12])([CH3:11])[CH3:9])=[O:15])=[O:15])([CH3:12])[CH3:11].C([O-])(O)=O.[Na+]. The catalyst class is: 21. (3) Reactant: Cl.[N+:2]([C:5]1[CH:10]=[CH:9][C:8]([NH:11]N)=[CH:7][CH:6]=1)([O-:4])=[O:3].Cl.O.[NH:15]1[CH2:20][CH2:19][C:18](=O)[CH2:17][CH2:16]1.C(O)=O. The catalyst class is: 12. Product: [N+:2]([C:5]1[CH:10]=[CH:9][C:8]2[NH:11][CH:18]3[CH2:17][CH2:16][NH:15][CH2:20][CH:19]3[C:7]=2[CH:6]=1)([O-:4])=[O:3]. (4) Reactant: [F:1][C:2]1[C:7]2[N:8]=[N:9][S:10][C:6]=2[CH:5]=[C:4]([C:11]([O:13]C)=[O:12])[C:3]=1[NH:15][C:16]1[CH:21]=[CH:20][C:19]([Br:22])=[CH:18][C:17]=1[Cl:23].[Li+].[OH-].Cl. Product: [F:1][C:2]1[C:7]2[N:8]=[N:9][S:10][C:6]=2[CH:5]=[C:4]([C:11]([OH:13])=[O:12])[C:3]=1[NH:15][C:16]1[CH:21]=[CH:20][C:19]([Br:22])=[CH:18][C:17]=1[Cl:23]. The catalyst class is: 36. (5) Reactant: [Br:1][C:2]1[CH:7]=[CH:6][C:5]([NH:8][C:9](=O)[C:10]2[CH:15]=[CH:14][C:13]([S:16]([CH3:19])(=[O:18])=[O:17])=[CH:12][C:11]=2[F:20])=[C:4]([F:22])[CH:3]=1.P12(SP3(SP(SP(S3)(S1)=S)(=S)S2)=S)=[S:24]. Product: [Br:1][C:2]1[CH:7]=[CH:6][C:5]([NH:8][C:9](=[S:24])[C:10]2[CH:15]=[CH:14][C:13]([S:16]([CH3:19])(=[O:18])=[O:17])=[CH:12][C:11]=2[F:20])=[C:4]([F:22])[CH:3]=1. The catalyst class is: 11. (6) Reactant: [NH:1]1[CH:5]=[CH:4][C:3]([NH2:6])=[N:2]1.[OH-].[K+].Cl[CH2:10][C@H:11]1[CH2:15][O:14][C:13]([CH3:17])([CH3:16])[O:12]1.O. Product: [CH3:16][C:13]1([CH3:17])[O:12][C@@H:11]([CH2:10][N:1]2[CH:5]=[CH:4][C:3]([NH2:6])=[N:2]2)[CH2:15][O:14]1. The catalyst class is: 16.